This data is from NCI-60 drug combinations with 297,098 pairs across 59 cell lines. The task is: Regression. Given two drug SMILES strings and cell line genomic features, predict the synergy score measuring deviation from expected non-interaction effect. (1) Drug 1: C1=CC(=CC=C1C#N)C(C2=CC=C(C=C2)C#N)N3C=NC=N3. Drug 2: CC1CCCC2(C(O2)CC(NC(=O)CC(C(C(=O)C(C1O)C)(C)C)O)C(=CC3=CSC(=N3)C)C)C. Cell line: HS 578T. Synergy scores: CSS=46.3, Synergy_ZIP=1.60, Synergy_Bliss=-0.181, Synergy_Loewe=-22.7, Synergy_HSA=-1.57. (2) Drug 1: C1C(C(OC1N2C=NC3=C2NC=NCC3O)CO)O. Drug 2: B(C(CC(C)C)NC(=O)C(CC1=CC=CC=C1)NC(=O)C2=NC=CN=C2)(O)O. Cell line: DU-145. Synergy scores: CSS=52.3, Synergy_ZIP=-3.88, Synergy_Bliss=-8.06, Synergy_Loewe=-13.6, Synergy_HSA=-2.80. (3) Drug 1: C1=CN(C(=O)N=C1N)C2C(C(C(O2)CO)O)O.Cl. Drug 2: C1=NC2=C(N=C(N=C2N1C3C(C(C(O3)CO)O)F)Cl)N. Cell line: OVCAR-5. Synergy scores: CSS=6.31, Synergy_ZIP=0.537, Synergy_Bliss=2.46, Synergy_Loewe=-0.779, Synergy_HSA=1.04. (4) Drug 1: CC1=C(C=C(C=C1)NC(=O)C2=CC=C(C=C2)CN3CCN(CC3)C)NC4=NC=CC(=N4)C5=CN=CC=C5. Drug 2: CC(C)(C#N)C1=CC(=CC(=C1)CN2C=NC=N2)C(C)(C)C#N. Cell line: NCI/ADR-RES. Synergy scores: CSS=-2.11, Synergy_ZIP=-0.318, Synergy_Bliss=-4.68, Synergy_Loewe=-4.95, Synergy_HSA=-6.35. (5) Drug 1: CC1=CC2C(CCC3(C2CCC3(C(=O)C)OC(=O)C)C)C4(C1=CC(=O)CC4)C. Drug 2: C1CN(CCN1C(=O)CCBr)C(=O)CCBr. Cell line: MOLT-4. Synergy scores: CSS=71.6, Synergy_ZIP=3.26, Synergy_Bliss=3.23, Synergy_Loewe=-5.02, Synergy_HSA=6.21.